Dataset: Experimentally validated miRNA-target interactions with 360,000+ pairs, plus equal number of negative samples. Task: Binary Classification. Given a miRNA mature sequence and a target amino acid sequence, predict their likelihood of interaction. (1) The miRNA is mmu-miR-29b-2-5p with sequence CUGGUUUCACAUGGUGGCUUAGAUU. The protein sequence of the target gene is MPHLLVTFRDVAIDFSQEEWECLDPAQRDLYRDVMLENYSNLISLDLESSCVTKKLSPEKEIYEMESLQWENMGKRINHHLQYNGLGDNMECKGNLEGQEASQEGLYMCVKITCEEKATESHSTSSTFHRIIPTKEKLYKCKECRQGFSYLSCLIQHEENHNIEKCSEVKKHRNTFSKKPSYIQHQRIQTGEKPYECMECGKAFGRTSDLIQHQKIHTNEKPYQCNACGKAFIRGSQLTEHQRVHTGEKPYECKKCGKAFSYCSQYTLHQRIHSGEKPYECKDCGKAFILGSQLTYHQRI.... Result: 0 (no interaction). (2) The miRNA is hsa-miR-363-3p with sequence AAUUGCACGGUAUCCAUCUGUA. The protein sequence of the target gene is MAAEEEAAAGGKVLREENQCIAPVVSSRVSPGTRPTAMGSFSSHMTEFPRKRKGSDSDPSQSGIMTEKVVEKLSQNPLTYLLSTRIEISASSGSRVEDGEHQVKMKAFREAHSQTEKRRRDKMNNLIEELSAMIPQCNPMARKLDKLTVLRMAVQHLRSLKGLTNSYVGSNYRPSFLQDNELRHLILKTAEGFLFVVGCERGKILFVSKSVSKILNYDQASLTGQSLFDFLHPKDVAKVKEQLSSFDISPREKLIDAKTGLQVHSNLHAGRTRVYSGSRRSFFCRIKSCKISVKEEHGCL.... Result: 1 (interaction). (3) The miRNA is hsa-miR-5702 with sequence UGAGUCAGCAACAUAUCCCAUG. The protein sequence of the target gene is MKYKNLMARALYDNVPECAEELAFRKGDILTVIEQNTGGLEGWWLCSLHGRQGIVPGNRVKLLIGPMQETASSHEQPASGLMQQTFGQQKLYQVPNPQAAPRDTIYQVPPSYQNQGIYQVPTGHGTQEQEVYQVPPSVQRSIGGTSGPHVGKKVITPVRTGHGYVYEYPSRYQKDVYDIPPSHTTQGVYDIPPSSAKGPVFSVPVGEIKPQGVYDIPPTKGVYAIPPSACRDEAGLREKDYDFPPPMRQAGRPDLRPEGVYDIPPTCTKPAGKDLHVKYNCDIPGAAEPVARRHQSLSPN.... Result: 1 (interaction). (4) The miRNA is hsa-miR-30a-3p with sequence CUUUCAGUCGGAUGUUUGCAGC. The protein sequence of the target gene is MLSGRLVLGLVSMAGRVCLCQGSAGSGAIGPVEAAIRTKLEEALSPEVLELRNESGGHAVPPGSETHFRVAVVSSRFEGLSPLQRHRLVHAALAEELGGPVHALAIQARTPAQWRENSQLDTSPPCLGGNKKTLGTP. Result: 0 (no interaction). (5) The miRNA is hsa-miR-214-5p with sequence UGCCUGUCUACACUUGCUGUGC. The protein sequence of the target gene is MSRVLVPCHVKGSVALQVGDVRTSQGRPGVLVIDVTFPSVAPFELQEITFKNYYTAFLSIRVRQYTSAHTPAKWVTCLRDYCLMPDPHSEEGAQEYVSLFKHQMLCDMARISELRLILRQPSPLWLSFTVEELQIYQQGPKSPSVTFPKWLSHPVPCEQPALLREGLPDPSRVSSEVQQMWALTEMIRASHTSARIGRFDVDGCYDLNLLSYT. Result: 1 (interaction). (6) The miRNA is mmu-miR-455-5p with sequence UAUGUGCCUUUGGACUACAUCG. The protein sequence of the target gene is MSDTPASTFGGRRAVPPNNSNAAEVDLPTEELQGLVPRGVNLKDYLNVTAVHLFKERWDSNKIDHHTDKYDNNKLIVRRGQTFYIQIDFNRPYDPRKDLFRVEYVIGRYPQENKGTYIPVPVVKELQSGKWGAKVIMNEDRSVRLSVQSSPECIVGKFRMYVAVWTPYGILRTRRDPETDTYILFNPWCEEDAVYLDDEKEREEYVLNDIGVIFYGDFKDIKSRSWSYGQFEDGILDTCLYVMDKAEMDLSGRGNPIKVSRVGSAMVNAKDDEGVLVGSWDNVYAYGIPPSAWTGSVDIL.... Result: 0 (no interaction). (7) The miRNA is mmu-miR-5127 with sequence UCUCCCAACCCUUUUCCCA. The protein sequence of the target gene is MAKSLRSKWKRKMRAEKRKKNAPKEASRLKSILKLDGDVLMKDVQEIATVVVPKPKHCQEKMQCEVKDEKDDMKMETDIKRNKKTLLDQHGQYPIWMNQRQRKRLKAKREKRKGKSKAKAVKVAKGLAW. Result: 0 (no interaction).